Dataset: Experimentally validated miRNA-target interactions with 360,000+ pairs, plus equal number of negative samples. Task: Binary Classification. Given a miRNA mature sequence and a target amino acid sequence, predict their likelihood of interaction. (1) The miRNA is mmu-miR-466i-3p with sequence AUACACACACACAUACACACUA. The protein sequence of the target gene is MAGVGVGPLQGMVRFGLLVLTVCAACARGLYFHIGETEKRCFIEEIPDETMVIGNYRTQMWDKQKEVFLPSTPGLGMHVEVKDPDGKVVLSRQYGSEGRFTFTSHTPGDHQICLHSNSTRMALFAGGKLRVHLDIQVGEHANNYPEIAAKDKLTELQLRARQLLDQVEQIQKEQDYQRYREERFRLTSESTNQRVLWWSIAQTVILILTGIWQMRHLKSFFEAKKLV. Result: 0 (no interaction). (2) The miRNA is mmu-miR-200b-5p with sequence CAUCUUACUGGGCAGCAUUGGA. The protein sequence of the target gene is MSNELDFRSVRLLKNDPVSFQKFPYSNEDEAWKTYLENPLTAATKAMMRVNGDEESVAALSFLYDYYMGPKEKRILSSSTGGRNDQGKKFYHSMDYEPDLAPLESPTHLMKFLTENVSGSPDYTDQLKKNNLLGLEGVLPTPGKTNTVPPGPSKLEASSMDSYLLPASDIYDNGSLNSLFESIHGVPPTQRWQPDSTFKDDPQESLLFPDILKTSPDPPCPEDYPGLKSDFEYTLGSPKAIHIKAGESPMAYLNKGQFYPVTLRTPAGGKGLALSSSKVKSVVMVVFDNDKVPVEQLRFW.... Result: 0 (no interaction). (3) The miRNA is cel-miR-266 with sequence AGGCAAGACUUUGGCAAAGC. The protein sequence of the target gene is MTHSPATSEDEERHSASECPEGGSESDSSPDGPGRGPRGTRGQGSGAPGSLASVRGLQGRSMSVPDDAHFSMMVFRIGIPDLHQTKCLRFNPDATIWTAKQQVLCALSESLQDVLNYGLFQPATSGRDANFLEEERLLREYPQSFEKGVPYLEFRYKTRVYKQTNLDEKQLAKLHTKTGLKKFLEYVQLGTSDKVARLLDKGLDPNYHDSDSGETPLTLAAQTEGSVEVIRTLCLGGAHIDFRARDGMTALHKAACARHCLALTALLDLGGSPNYKDRRGLTPLFHTAMVGGDPRCCELL.... Result: 0 (no interaction).